Dataset: Reaction yield outcomes from USPTO patents with 853,638 reactions. Task: Predict the reaction yield, written as a fraction of the theoretical maximum amount of product (1.0 means a 100% yield; for example, 0.34 means a 34% yield). (1) The reactants are Cl.[C:2]([C:5]1[CH:10]=[CH:9][C:8]([NH:11][CH:12]([C:16]2[CH:21]=[C:20]([O:22][CH3:23])[C:19]([O:24][CH3:25])=[CH:18][C:17]=2[F:26])[C:13]([OH:15])=O)=[CH:7][CH:6]=1)(=[NH:4])[NH2:3].Cl.C(N=C=NCCCN(C)C)C.O.ON1C2C=CC=CC=2N=N1.[C:50]([O:54][C:55]([NH:57][NH2:58])=[O:56])([CH3:53])([CH3:52])[CH3:51]. The catalyst is CN(C)C=O. The product is [C:50]([O:54][C:55]([NH:57][NH:58][C:13](=[O:15])[CH:12]([NH:11][C:8]1[CH:7]=[CH:6][C:5]([C:2](=[NH:4])[NH2:3])=[CH:10][CH:9]=1)[C:16]1[CH:21]=[C:20]([O:22][CH3:23])[C:19]([O:24][CH3:25])=[CH:18][C:17]=1[F:26])=[O:56])([CH3:53])([CH3:52])[CH3:51]. The yield is 0.920. (2) The reactants are [Si:1]([O:8][CH2:9][CH2:10][C:11]1[C@@H:12]([CH2:25][O:26][Si:27]([C:30]([CH3:33])([CH3:32])[CH3:31])([CH3:29])[CH3:28])[N:13]([C:18]([O:20][C:21]([CH3:24])([CH3:23])[CH3:22])=[O:19])[CH2:14][C@@H:15](O)[CH:16]=1)([C:4]([CH3:7])([CH3:6])[CH3:5])([CH3:3])[CH3:2].C1(P(C2C=CC=CC=2)C2C=CC=CC=2)C=CC=CC=1.[CH2:53]([O:56][NH:57][S:58]([C:61]1[CH:66]=[CH:65][CH:64]=[CH:63][C:62]=1[N+:67]([O-:69])=[O:68])(=[O:60])=[O:59])[CH:54]=[CH2:55].N(C(OC(C)C)=O)=NC(OC(C)C)=O. The catalyst is C1(C)C=CC=CC=1. The product is [CH2:53]([O:56][N:57]([C@H:15]1[CH2:14][N:13]([C:18]([O:20][C:21]([CH3:23])([CH3:22])[CH3:24])=[O:19])[C@H:12]([CH2:25][O:26][Si:27]([C:30]([CH3:31])([CH3:33])[CH3:32])([CH3:29])[CH3:28])[C:11]([CH2:10][CH2:9][O:8][Si:1]([C:4]([CH3:5])([CH3:6])[CH3:7])([CH3:2])[CH3:3])=[CH:16]1)[S:58]([C:61]1[CH:66]=[CH:65][CH:64]=[CH:63][C:62]=1[N+:67]([O-:69])=[O:68])(=[O:60])=[O:59])[CH:54]=[CH2:55]. The yield is 0.692. (3) The reactants are [CH2:1]([N:8]1[CH2:13][CH2:12][N:11]([CH2:14][C:15]2[CH:20]=[CH:19][CH:18]=[CH:17][CH:16]=2)[CH2:10][C@@H:9]1[CH:21]=[CH2:22])[C:2]1[CH:7]=[CH:6][CH:5]=[CH:4][CH:3]=1.C12BC(CCC1)CCC2.I[C:33]1[CH:38]=[CH:37][CH:36]=[CH:35][C:34]=1[O:39][CH3:40].C1(P(C2C=CC=CC=2)C2C=CC=CC=2)C=CC=CC=1.[OH-].[Na+]. The catalyst is [Pd].C1(P(C2C=CC=CC=2)C2C=CC=CC=2)C=CC=CC=1.C1(P(C2C=CC=CC=2)C2C=CC=CC=2)C=CC=CC=1.C1(P(C2C=CC=CC=2)C2C=CC=CC=2)C=CC=CC=1.C1(P(C2C=CC=CC=2)C2C=CC=CC=2)C=CC=CC=1. The product is [CH2:1]([N:8]1[CH2:13][CH2:12][N:11]([CH2:14][C:15]2[CH:20]=[CH:19][CH:18]=[CH:17][CH:16]=2)[CH2:10][C@@H:9]1[CH2:21][CH2:22][C:33]1[CH:38]=[CH:37][CH:36]=[CH:35][C:34]=1[O:39][CH3:40])[C:2]1[CH:3]=[CH:4][CH:5]=[CH:6][CH:7]=1. The yield is 0.650. (4) The reactants are [F:1][C:2]1[CH:7]=[CH:6][CH:5]=[CH:4][C:3]=1Br.[B:9](OC(C)C)([O:14]C(C)C)[O:10]C(C)C. The catalyst is O1CCCC1. The product is [F:1][C:2]1[CH:7]=[CH:6][CH:5]=[CH:4][C:3]=1[B:9]([OH:14])[OH:10]. The yield is 0.630. (5) The reactants are [C:1]([C:5]1[O:6][CH2:7][C@@H:8]([C:10]2[CH:15]=[CH:14][CH:13]=[CH:12][C:11]=2I)[N:9]=1)([CH3:4])([CH3:3])[CH3:2].[Li]C(C)(C)C.[C:22]1([P:28]([C:30]2[CH:35]=[CH:34][CH:33]=[CH:32][CH:31]=2)Cl)[CH:27]=[CH:26][CH:25]=[CH:24][CH:23]=1.O. The catalyst is CCOCC. The product is [C:1]([C:5]1[O:6][CH2:7][C@@H:8]([C:10]2[CH:15]=[CH:14][CH:13]=[CH:12][C:11]=2[P:28]([C:30]2[CH:31]=[CH:32][CH:33]=[CH:34][CH:35]=2)[C:22]2[CH:27]=[CH:26][CH:25]=[CH:24][CH:23]=2)[N:9]=1)([CH3:4])([CH3:3])[CH3:2]. The yield is 0.400. (6) The reactants are [OH:1][N:2]=[C:3](Cl)[C:4]1[C:8]([NH:9][CH2:10][CH2:11][O:12][CH3:13])=[N:7][O:6][N:5]=1.[F:15][C:16]([F:26])([F:25])[C:17]1[CH:18]=[C:19]([CH:21]=[CH:22][C:23]=1[F:24])[NH2:20]. No catalyst specified. The product is [F:24][C:23]1[CH:22]=[CH:21][C:19]([NH:20][C:3]([C:4]2[C:8]([NH:9][CH2:10][CH2:11][O:12][CH3:13])=[N:7][O:6][N:5]=2)=[N:2][OH:1])=[CH:18][C:17]=1[C:16]([F:15])([F:25])[F:26]. The yield is 1.00.